This data is from Reaction yield outcomes from USPTO patents with 853,638 reactions. The task is: Predict the reaction yield, written as a fraction of the theoretical maximum amount of product (1.0 means a 100% yield; for example, 0.34 means a 34% yield). (1) The reactants are [CH:1]1([C:5]2[N:6]=[C:7]([CH2:10][CH2:11][C:12]3[CH:36]=[CH:35][N:15]4[C:16](=[O:34])[C:17](/[CH:26]=[C:27](\[CH3:33])/[C:28]([O:30]CC)=[O:29])=[C:18]([N:20]5[CH2:25][CH2:24][O:23][CH2:22][CH2:21]5)[N:19]=[C:14]4[CH:13]=3)[S:8][CH:9]=2)[CH2:4][CH2:3][CH2:2]1.[OH-].[Na+]. The catalyst is CO. The product is [CH:1]1([C:5]2[N:6]=[C:7]([CH2:10][CH2:11][C:12]3[CH:36]=[CH:35][N:15]4[C:16](=[O:34])[C:17](/[CH:26]=[C:27](\[CH3:33])/[C:28]([OH:30])=[O:29])=[C:18]([N:20]5[CH2:25][CH2:24][O:23][CH2:22][CH2:21]5)[N:19]=[C:14]4[CH:13]=3)[S:8][CH:9]=2)[CH2:4][CH2:3][CH2:2]1. The yield is 0.660. (2) The reactants are Br[CH2:2][C:3]1[C:4]([O:13][CH2:14][C:15]([F:18])([F:17])[F:16])=[N:5][CH:6]=[C:7]([CH:12]=1)[C:8]([O:10][CH3:11])=[O:9].[C:19]([O-:22])(=[O:21])[CH3:20].[Na+].O. The catalyst is CC(N(C)C)=O. The product is [C:19]([O:22][CH2:2][C:3]1[C:4]([O:13][CH2:14][C:15]([F:18])([F:17])[F:16])=[N:5][CH:6]=[C:7]([CH:12]=1)[C:8]([O:10][CH3:11])=[O:9])(=[O:21])[CH3:20]. The yield is 0.560. (3) The reactants are [CH3:1][O:2][C:3]([C:5]1[S:6][C:7]([CH2:21]O)=[CH:8][C:9]=1[NH:10][C:11]([NH:13][C:14]1[CH:19]=[CH:18][C:17]([CH3:20])=[CH:16][CH:15]=1)=[O:12])=[O:4].[Br:23]N1C(=O)CCC1=O.C1(P(C2C=CC=CC=2)C2C=CC=CC=2)C=CC=CC=1.CO. The catalyst is CN(C=O)C. The product is [CH3:1][O:2][C:3]([C:5]1[S:6][C:7]([CH2:21][Br:23])=[CH:8][C:9]=1[NH:10][C:11]([NH:13][C:14]1[CH:19]=[CH:18][C:17]([CH3:20])=[CH:16][CH:15]=1)=[O:12])=[O:4]. The yield is 0.420. (4) The reactants are [Cl:1][C:2]1[CH:19]=[CH:18][C:5]([O:6][C:7]2[C:12]([F:13])=[CH:11][C:10]([N+:14]([O-])=O)=[CH:9][C:8]=2[F:17])=[CH:4][CH:3]=1.C1(C)C=CC=CC=1.C([O-])(=O)C.[NH4+]. The catalyst is [Fe].O. The product is [Cl:1][C:2]1[CH:19]=[CH:18][C:5]([O:6][C:7]2[C:12]([F:13])=[CH:11][C:10]([NH2:14])=[CH:9][C:8]=2[F:17])=[CH:4][CH:3]=1. The yield is 1.13.